From a dataset of Blood-brain barrier penetration binary classification data from Martins et al.. Regression/Classification. Given a drug SMILES string, predict its absorption, distribution, metabolism, or excretion properties. Task type varies by dataset: regression for continuous measurements (e.g., permeability, clearance, half-life) or binary classification for categorical outcomes (e.g., BBB penetration, CYP inhibition). Dataset: bbb_martins. The drug is CC1CC2C3CC(F)C4=CC(=O)C=CC4(C)C3(F)C(O)CC2(C)C1(O)C(=O)CCl. The result is 1 (penetrates BBB).